From a dataset of Reaction yield outcomes from USPTO patents with 853,638 reactions. Predict the reaction yield, written as a fraction of the theoretical maximum amount of product (1.0 means a 100% yield; for example, 0.34 means a 34% yield). (1) The reactants are [N+]([O-])([O-])=O.[Na+].N[C:7]1[CH:15]=[C:14]([Cl:16])[CH:13]=[CH:12][C:8]=1[C:9]([OH:11])=[O:10].[BrH:17]. The catalyst is O.[Cu](Br)Br. The product is [Br:17][C:7]1[CH:15]=[C:14]([Cl:16])[CH:13]=[CH:12][C:8]=1[C:9]([OH:11])=[O:10]. The yield is 0.590. (2) The reactants are [OH:1][CH2:2][C:3]([CH2:14][OH:15])([C:9]([O:11][CH2:12][CH3:13])=[O:10])[C:4]([O:6][CH2:7][CH3:8])=[O:5].[CH3:16][C:17]([CH3:19])=O.COC(OC)(C)C.S(=O)(=O)(O)O. The product is [CH3:16][C:17]1([CH3:19])[O:1][CH2:2][C:3]([C:4]([O:6][CH2:7][CH3:8])=[O:5])([C:9]([O:11][CH2:12][CH3:13])=[O:10])[CH2:14][O:15]1. The catalyst is C(=O)([O-])[O-].[Na+].[Na+]. The yield is 0.940.